Dataset: Catalyst prediction with 721,799 reactions and 888 catalyst types from USPTO. Task: Predict which catalyst facilitates the given reaction. (1) Reactant: [CH3:1][C@H:2]1[C:6](=[O:7])[O:5][C@@H:4]([C:8]2[CH:13]=[CH:12][CH:11]=[CH:10][CH:9]=2)[N:3]1[C:14]([O:16][CH2:17][C:18]1[CH:23]=[CH:22][CH:21]=[CH:20][CH:19]=1)=[O:15].[I:24][C:25]1[CH:26]=[C:27]([CH:30]=[CH:31][CH:32]=1)[CH2:28]Br.C[Si](C)(C)N[Si](C)(C)C.[Li].C(=O)(O)[O-].[Na+]. Product: [I:24][C:25]1[CH:26]=[C:27]([CH:30]=[CH:31][CH:32]=1)[CH2:28][C@:2]1([CH3:1])[C:6](=[O:7])[O:5][C@@H:4]([C:8]2[CH:9]=[CH:10][CH:11]=[CH:12][CH:13]=2)[N:3]1[C:14]([O:16][CH2:17][C:18]1[CH:19]=[CH:20][CH:21]=[CH:22][CH:23]=1)=[O:15]. The catalyst class is: 1. (2) Reactant: Cl.[NH:2]1[CH2:6][CH2:5][CH2:4][CH:3]1[C:7]1[CH:12]=[CH:11][CH:10]=[CH:9][N:8]=1.CCN(C(C)C)C(C)C.Cl[C:23]1[N:24]=[C:25]([NH:32][C:33]2[CH:37]=[C:36]([C:38]([O-:40])=[O:39])[NH:35][N:34]=2)[C:26]2[O:31][CH:30]=[CH:29][C:27]=2[N:28]=1.[Na+].C(O)(=O)C. Product: [NH3:2].[N:8]1[CH:9]=[CH:10][CH:11]=[CH:12][C:7]=1[CH:3]1[CH2:4][CH2:5][CH2:6][N:2]1[C:23]1[N:24]=[C:25]([NH:32][C:33]2[CH:37]=[C:36]([C:38]([OH:40])=[O:39])[NH:35][N:34]=2)[C:26]2[O:31][CH:30]=[CH:29][C:27]=2[N:28]=1. The catalyst class is: 113. (3) Reactant: Cl[C:2]1[CH:7]=[CH:6][CH:5]=[C:4]([CH3:8])[N:3]=1.[C:9]([O:13][C:14]([CH3:17])([CH3:16])[CH3:15])(=[O:12])[NH:10][NH2:11].C(=O)([O-])[O-].[K+].[K+]. Product: [C:14]([O:13][C:9]([NH:10][NH:11][C:2]1[CH:7]=[CH:6][CH:5]=[C:4]([CH3:8])[N:3]=1)=[O:12])([CH3:17])([CH3:16])[CH3:15]. The catalyst class is: 10. (4) Reactant: CCN(C(C)C)C(C)C.[OH:10][C:11]1[CH:12]=[CH:13][CH:14]=[C:15]2[C:20]=1[O:19][C:18](=[O:21])[C:17]([C:22]([OH:24])=O)=[CH:16]2.CN(C(ON1N=NC2C=CC=NC1=2)=[N+](C)C)C.F[P-](F)(F)(F)(F)F.[F:49][C:50]([F:66])([F:65])[O:51][C:52]1[CH:57]=[CH:56][CH:55]=[CH:54][C:53]=1[C:58]1[CH:63]=[CH:62][CH:61]=[C:60]([NH2:64])[CH:59]=1. Product: [F:49][C:50]([F:65])([F:66])[O:51][C:52]1[CH:57]=[CH:56][CH:55]=[CH:54][C:53]=1[C:58]1[CH:63]=[CH:62][CH:61]=[C:60]([NH:64][C:22]([C:17]2[C:18](=[O:21])[O:19][C:20]3[C:15]([CH:16]=2)=[CH:14][CH:13]=[CH:12][C:11]=3[OH:10])=[O:24])[CH:59]=1. The catalyst class is: 3.